This data is from Full USPTO retrosynthesis dataset with 1.9M reactions from patents (1976-2016). The task is: Predict the reactants needed to synthesize the given product. (1) Given the product [CH2:16]([O:15][C:13]([N:8]1[CH2:7][C:6]2[C:10](=[CH:11][CH:12]=[C:4]([CH2:3][C:2]([OH:31])=[O:1])[CH:5]=2)[CH2:9]1)=[O:14])[C:17]1[CH:22]=[CH:21][CH:20]=[CH:19][CH:18]=1, predict the reactants needed to synthesize it. The reactants are: [O:1]=[CH:2][CH2:3][C:4]1[CH:5]=[C:6]2[C:10](=[CH:11][CH:12]=1)[CH2:9][N:8]([C:13]([O:15][CH2:16][C:17]1[CH:22]=[CH:21][CH:20]=[CH:19][CH:18]=1)=[O:14])[CH2:7]2.CC(=C(C)C)C.O.P([O-])(O)(O)=[O:31].[Na+].Cl([O-])=O.[Na+]. (2) Given the product [Cl:30][C:31]1[C:36]([CH:37]=[CH:2][O:3][CH3:4])=[C:35]([O:39][CH3:40])[CH:34]=[CH:33][N:32]=1, predict the reactants needed to synthesize it. The reactants are: [Cl-].[CH3:2][O:3][CH2:4][P+](C1C=CC=CC=1)(C1C=CC=CC=1)C1C=CC=CC=1.CC(C)([O-])C.[K+].[Cl:30][C:31]1[C:36]([CH:37]=O)=[C:35]([O:39][CH3:40])[CH:34]=[CH:33][N:32]=1.O. (3) Given the product [Cl:17][C:10]1[CH:9]=[C:8]([C:18](=[O:20])[CH3:19])[C:7]([N:27]2[CH2:28][CH2:29][C@H:25]([F:24])[CH2:26]2)=[C:16]2[C:11]=1[CH:12]=[CH:13][CH:14]=[N:15]2, predict the reactants needed to synthesize it. The reactants are: FC(F)(F)S(O[C:7]1[C:8]([C:18](=[O:20])[CH3:19])=[CH:9][C:10]([Cl:17])=[C:11]2[C:16]=1[N:15]=[CH:14][CH:13]=[CH:12]2)(=O)=O.Cl.[F:24][C@H:25]1[CH2:29][CH2:28][NH:27][CH2:26]1.C(=O)([O-])[O-].[Cs+].[Cs+]. (4) Given the product [N+:14]([C:17]1[CH:18]=[CH:19][C:20]([C:21]([O:6][CH:1]2[CH2:5][CH:4]=[CH:3][CH2:2]2)=[O:22])=[CH:24][CH:25]=1)([O-:16])=[O:15], predict the reactants needed to synthesize it. The reactants are: [CH:1]1([OH:6])[CH2:5][CH:4]=[CH:3][CH2:2]1.CCN(CC)CC.[N+:14]([C:17]1[CH:25]=[CH:24][C:20]([C:21](Cl)=[O:22])=[CH:19][CH:18]=1)([O-:16])=[O:15]. (5) Given the product [CH2:14]([NH:21][C:22]([C:24]1[S:28][C:27]([NH:29][C:11]([C:1]2[C:10]3[C:5](=[CH:6][CH:7]=[CH:8][CH:9]=3)[CH:4]=[CH:3][CH:2]=2)=[O:12])=[N:26][C:25]=1[CH3:30])=[O:23])[C:15]1[CH:20]=[CH:19][CH:18]=[CH:17][CH:16]=1, predict the reactants needed to synthesize it. The reactants are: [C:1]1([C:11](Cl)=[O:12])[C:10]2[C:5](=[CH:6][CH:7]=[CH:8][CH:9]=2)[CH:4]=[CH:3][CH:2]=1.[CH2:14]([NH:21][C:22]([C:24]1[S:28][C:27]([NH2:29])=[N:26][C:25]=1[CH3:30])=[O:23])[C:15]1[CH:20]=[CH:19][CH:18]=[CH:17][CH:16]=1. (6) Given the product [CH3:1][C:2]([O:7][C:8]1[CH:13]=[CH:12][CH:11]=[C:10]([N+:14]([O-:16])=[O:15])[CH:9]=1)([CH3:6])[C:3]([NH2:19])=[O:4], predict the reactants needed to synthesize it. The reactants are: [CH3:1][C:2]([O:7][C:8]1[CH:13]=[CH:12][CH:11]=[C:10]([N+:14]([O-:16])=[O:15])[CH:9]=1)([CH3:6])[C:3](O)=[O:4].C1N=C[N:19](C(N2C=NC=C2)=O)C=1.N. (7) Given the product [CH3:1][O:2][C:3]1[CH:26]=[CH:25][C:6]([CH2:7][N:8]2[CH:12]=[C:11]([C:13](=[O:14])[CH:27]=[CH2:28])[C:10]([CH:19]([OH:24])[C:20]([F:21])([F:23])[F:22])=[N:9]2)=[CH:5][CH:4]=1, predict the reactants needed to synthesize it. The reactants are: [CH3:1][O:2][C:3]1[CH:26]=[CH:25][C:6]([CH2:7][N:8]2[CH:12]=[C:11]([C:13](N(OC)C)=[O:14])[C:10]([CH:19]([OH:24])[C:20]([F:23])([F:22])[F:21])=[N:9]2)=[CH:5][CH:4]=1.[CH2:27]1COC[CH2:28]1. (8) Given the product [CH:13]1([N:10]2[CH2:9][C:8]([F:19])([F:18])[C:7](=[O:20])[N:6]([CH3:21])[C:5]3[CH:4]=[N:3][C:2]([NH:26][C:25]4[CH:27]=[CH:28][CH:29]=[C:23]([F:22])[CH:24]=4)=[N:12][C:11]2=3)[CH2:17][CH2:16][CH2:15][CH2:14]1, predict the reactants needed to synthesize it. The reactants are: Cl[C:2]1[N:3]=[CH:4][C:5]2[N:6]([CH3:21])[C:7](=[O:20])[C:8]([F:19])([F:18])[CH2:9][N:10]([CH:13]3[CH2:17][CH2:16][CH2:15][CH2:14]3)[C:11]=2[N:12]=1.[F:22][C:23]1[CH:24]=[C:25]([CH:27]=[CH:28][CH:29]=1)[NH2:26]. (9) Given the product [Cl:29][C:24]1[CH:23]=[C:22]([C:17]2([CH2:16][C:12]3[N:11]4[CH2:30][CH2:31][N:32]([CH:35]([CH3:37])[CH3:36])[C:33](=[O:34])[C:10]4=[C:9]([OH:8])[C:14](=[O:15])[N:13]=3)[CH2:21][CH2:20][CH2:19][CH2:18]2)[CH:27]=[CH:26][C:25]=1[Cl:28], predict the reactants needed to synthesize it. The reactants are: C([O:8][C:9]1[C:14](=[O:15])[N:13]=[C:12]([CH2:16][C:17]2([C:22]3[CH:27]=[CH:26][C:25]([Cl:28])=[C:24]([Cl:29])[CH:23]=3)[CH2:21][CH2:20][CH2:19][CH2:18]2)[N:11]2[CH2:30][CH2:31][N:32]([CH:35]([CH3:37])[CH3:36])[C:33](=[O:34])[C:10]=12)C1C=CC=CC=1.OC1C(=O)N=C(CC2(C3C=CC(C(F)(F)F)=CC=3)CCCC2)N2CCN(C(C)C)C(=O)C=12. (10) Given the product [Br:1][C:2]1[N:7]([CH2:14][C:13]2[CH:16]=[CH:17][C:18]([CH3:20])=[CH:19][C:12]=2[CH3:11])[C:6](=[O:8])[CH:5]=[CH:4][CH:3]=1, predict the reactants needed to synthesize it. The reactants are: [Br:1][C:2]1[NH:7][C:6](=[O:8])[CH:5]=[CH:4][CH:3]=1.[H-].[Na+].[CH3:11][C:12]1[CH:19]=[C:18]([CH3:20])[CH:17]=[CH:16][C:13]=1[CH2:14]Br.